Task: Regression. Given two drug SMILES strings and cell line genomic features, predict the synergy score measuring deviation from expected non-interaction effect.. Dataset: NCI-60 drug combinations with 297,098 pairs across 59 cell lines (1) Drug 1: CN1C2=C(C=C(C=C2)N(CCCl)CCCl)N=C1CCCC(=O)O.Cl. Drug 2: B(C(CC(C)C)NC(=O)C(CC1=CC=CC=C1)NC(=O)C2=NC=CN=C2)(O)O. Cell line: SNB-19. Synergy scores: CSS=34.4, Synergy_ZIP=10.5, Synergy_Bliss=10.5, Synergy_Loewe=-54.5, Synergy_HSA=6.87. (2) Cell line: T-47D. Synergy scores: CSS=28.2, Synergy_ZIP=-3.89, Synergy_Bliss=-7.39, Synergy_Loewe=-12.0, Synergy_HSA=-6.15. Drug 2: C1=C(C(=O)NC(=O)N1)F. Drug 1: C1CC(=O)NC(=O)C1N2CC3=C(C2=O)C=CC=C3N.